Predict the reactants needed to synthesize the given product. From a dataset of Full USPTO retrosynthesis dataset with 1.9M reactions from patents (1976-2016). (1) Given the product [CH3:1][C:2]1[C:6]([CH3:7])=[C:5]([NH:8][C:9]([N:35]2[CH2:36][CH2:37][N:32]([C:28]3[N:27]=[C:26]([C:21]4[CH:22]=[CH:23][CH:24]=[CH:25][C:20]=4[F:19])[CH:31]=[CH:30][N:29]=3)[CH2:33][CH2:34]2)=[O:16])[O:4][N:3]=1, predict the reactants needed to synthesize it. The reactants are: [CH3:1][C:2]1[C:6]([CH3:7])=[C:5]([NH:8][C:9](=[O:16])OCC(Cl)(Cl)Cl)[O:4][N:3]=1.Cl.Cl.[F:19][C:20]1[CH:25]=[CH:24][CH:23]=[CH:22][C:21]=1[C:26]1[CH:31]=[CH:30][N:29]=[C:28]([N:32]2[CH2:37][CH2:36][NH:35][CH2:34][CH2:33]2)[N:27]=1. (2) Given the product [C:7]([C:1]1[CH:6]=[CH:5][CH:4]=[CH:3][CH:2]=1)(=[O:10])[CH3:9].[C:1]1([C:7]([OH:10])([CH3:9])[CH3:8])[CH:6]=[CH:5][CH:4]=[CH:3][CH:2]=1.[C:1]1([OH:10])[CH:6]=[CH:5][CH:4]=[CH:3][CH:2]=1.[C:1]1([CH:7]([CH3:9])[CH3:8])[CH:6]=[CH:5][CH:4]=[CH:3][CH:2]=1, predict the reactants needed to synthesize it. The reactants are: [C:1]1([CH:7]([CH3:9])[CH3:8])[CH:6]=[CH:5][CH:4]=[CH:3][CH:2]=1.[OH:10]N1C(=O)C2=CC=CC=C2C1=O. (3) Given the product [Cl:1][C:2]1[CH:3]=[CH:4][C:5]2[S:13][C:12]([C:11]([O:15][CH3:16])=[O:14])=[CH:7][C:6]=2[CH:9]=1, predict the reactants needed to synthesize it. The reactants are: [Cl:1][C:2]1[CH:3]=[CH:4][C:5](F)=[C:6]([CH:9]=1)[CH:7]=O.[C:11]([O:15][CH3:16])(=[O:14])[CH2:12][SH:13].C(=O)([O-])[O-].[K+].[K+].CN(C)C=O. (4) Given the product [N:16]1[CH:15]=[CH:14][CH:13]=[N:12][C:11]=1[C:9]1[S:10][C:6]([C:4]([OH:5])=[O:3])=[C:7]([C:17]([F:19])([F:20])[F:18])[N:8]=1, predict the reactants needed to synthesize it. The reactants are: C([O:3][C:4]([C:6]1[S:10][C:9]([C:11]2[N:16]=[CH:15][CH:14]=[CH:13][N:12]=2)=[N:8][C:7]=1[C:17]([F:20])([F:19])[F:18])=[O:5])C.[OH-].[Na+]. (5) Given the product [F:25][C:24]([F:27])([F:26])[C:23]([NH:22][CH2:19]/[CH:20]=[CH:21]/[C:2]1[CH:7]=[CH:6][CH:5]=[C:4]([S:8](=[O:10])(=[O:9])[NH:11][CH:12]([CH2:16][CH2:17][CH3:18])[CH2:13][CH2:14][CH3:15])[CH:3]=1)=[O:28], predict the reactants needed to synthesize it. The reactants are: Br[C:2]1[CH:3]=[C:4]([S:8]([NH:11][CH:12]([CH2:16][CH2:17][CH3:18])[CH2:13][CH2:14][CH3:15])(=[O:10])=[O:9])[CH:5]=[CH:6][CH:7]=1.[CH2:19]([NH:22][C:23](=[O:28])[C:24]([F:27])([F:26])[F:25])[CH:20]=[CH2:21]. (6) Given the product [C:7]([CH:6]1[CH2:4][CH:3]([NH:12][C:10](=[O:16])[CH3:11])[CH2:2][CH2:1][O:9]1)#[CH:8], predict the reactants needed to synthesize it. The reactants are: [CH2:1](O)[CH2:2][CH:3]=[CH2:4].[CH:6](=[O:9])[C:7]#[CH:8].[C:10](#[N:12])[CH3:11].FC(F)(F)S([O-])(=O)=[O:16].[Bi+3].FC(F)(F)S([O-])(=O)=O.FC(F)(F)S([O-])(=O)=O.